Dataset: Forward reaction prediction with 1.9M reactions from USPTO patents (1976-2016). Task: Predict the product of the given reaction. Given the reactants Cl[C:2]1[N:10]=[C:9]2[C:5]([N:6]=[CH:7][N:8]2[C@@H:11]2[CH2:15][C@H:14]([NH:16][C:17](=[O:20])[CH2:18][CH3:19])[C@@H:13]([OH:21])[C@H:12]2[OH:22])=[C:4]([NH:23][CH:24]([CH2:27][CH3:28])[CH2:25][CH3:26])[N:3]=1.C(OC(=O)N([C@H:40]1[CH2:44][C@@H:43]([N:45]2[CH:53]=[N:52][C:51]3[C:46]2=NC(Cl)=NC=3Cl)C=[CH:41]1)C(=O)CC)(C)(C)C.NCCN1CCCCC1, predict the reaction product. The product is: [CH2:25]([CH:24]([NH:23][C:4]1[N:3]=[C:2]([NH:52][CH2:51][CH2:46][N:45]2[CH2:53][CH2:41][CH2:40][CH2:44][CH2:43]2)[N:10]=[C:9]2[C:5]=1[N:6]=[CH:7][N:8]2[C@@H:11]1[CH2:15][C@H:14]([NH:16][C:17](=[O:20])[CH2:18][CH3:19])[C@@H:13]([OH:21])[C@H:12]1[OH:22])[CH2:27][CH3:28])[CH3:26].